Dataset: Catalyst prediction with 721,799 reactions and 888 catalyst types from USPTO. Task: Predict which catalyst facilitates the given reaction. (1) Reactant: [Cl-].[F:2][CH2:3][CH2:4][NH3+:5].[CH3:6][N:7]1[C:19]2[CH2:18][CH2:17][CH:16]([CH:20]3[CH2:25][CH2:24][O:23][CH2:22][CH2:21]3)[CH2:15][C:14]=2[C:13]2[C:8]1=[CH:9][CH:10]=[C:11]([C:26](O)=[O:27])[CH:12]=2.CCN(C(C)C)C(C)C.CN(C(ON1N=NC2C=CC=NC1=2)=[N+](C)C)C.F[P-](F)(F)(F)(F)F. Product: [F:2][CH2:3][CH2:4][NH:5][C:26]([C:11]1[CH:12]=[C:13]2[C:8](=[CH:9][CH:10]=1)[N:7]([CH3:6])[C:19]1[CH2:18][CH2:17][CH:16]([CH:20]3[CH2:25][CH2:24][O:23][CH2:22][CH2:21]3)[CH2:15][C:14]2=1)=[O:27]. The catalyst class is: 3. (2) Reactant: [H-].[Al+3].[Li+].[H-].[H-].[H-].[F:7][C:8]([F:27])([F:26])[C:9]1[CH:14]=[CH:13][C:12]([C:15]2[CH:16]=[C:17]3[C:22](=[CH:23][CH:24]=2)[NH:21][C:20](=O)[CH2:19][CH2:18]3)=[CH:11][CH:10]=1.[OH-].[Na+].S([O-])([O-])(=O)=O.[Na+].[Na+]. Product: [F:27][C:8]([F:7])([F:26])[C:9]1[CH:10]=[CH:11][C:12]([C:15]2[CH:16]=[C:17]3[C:22](=[CH:23][CH:24]=2)[NH:21][CH2:20][CH2:19][CH2:18]3)=[CH:13][CH:14]=1. The catalyst class is: 30. (3) Reactant: [Cl:1][C:2]1[CH:3]=[C:4]([C:12]2[S:16][C:15]([C:17]3[C:18]([CH2:31][CH3:32])=[C:19]([CH2:23][N:24]4[CH2:27][CH:26]([C:28]([OH:30])=[O:29])[CH2:25]4)[CH:20]=[CH:21][CH:22]=3)=[N:14][N:13]=2)[CH:5]=[CH:6][C:7]=1[O:8][CH:9]([CH3:11])[CH3:10].C1COCC1.O.[CH3:39][C:40]1[CH:41]=[CH:42][C:43]([S:46]([OH:49])(=[O:48])=[O:47])=[CH:44][CH:45]=1.O. Product: [CH3:39][C:40]1[CH:41]=[CH:42][C:43]([S:46]([O-:49])(=[O:48])=[O:47])=[CH:44][CH:45]=1.[C:28]([CH:26]1[CH2:27][NH+:24]([CH2:23][C:19]2[CH:20]=[CH:21][CH:22]=[C:17]([C:15]3[S:16][C:12]([C:4]4[CH:5]=[CH:6][C:7]([O:8][CH:9]([CH3:10])[CH3:11])=[C:2]([Cl:1])[CH:3]=4)=[N:13][N:14]=3)[C:18]=2[CH2:31][CH3:32])[CH2:25]1)([OH:30])=[O:29]. The catalyst class is: 10. (4) Reactant: [C:1]1([C:7]2[N:12]=[C:11]3[CH:13]=[CH:14][NH:15][C:10]3=[C:9]([C:16]#[N:17])[CH:8]=2)[CH:6]=[CH:5][CH:4]=[CH:3][CH:2]=1.[OH-:18].[K+]. Product: [C:1]1([C:7]2[N:12]=[C:11]3[CH:13]=[CH:14][NH:15][C:10]3=[C:9]([C:16]([NH2:17])=[O:18])[CH:8]=2)[CH:6]=[CH:5][CH:4]=[CH:3][CH:2]=1. The catalyst class is: 107. (5) Reactant: [BH4-].[Na+].[CH:3]1([C:6]2[NH:10][N:9]=[C:8]([NH:11][C:12]3[C:17]([F:18])=[CH:16][N:15]=[C:14]([C:19]4[S:23][C:22]([C:24](=[O:26])[CH3:25])=[CH:21][CH:20]=4)[N:13]=3)[CH:7]=2)[CH2:5][CH2:4]1. Product: [CH:3]1([C:6]2[NH:10][N:9]=[C:8]([NH:11][C:12]3[C:17]([F:18])=[CH:16][N:15]=[C:14]([C:19]4[S:23][C:22]([CH:24]([OH:26])[CH3:25])=[CH:21][CH:20]=4)[N:13]=3)[CH:7]=2)[CH2:5][CH2:4]1. The catalyst class is: 36.